Task: Regression. Given two drug SMILES strings and cell line genomic features, predict the synergy score measuring deviation from expected non-interaction effect.. Dataset: NCI-60 drug combinations with 297,098 pairs across 59 cell lines (1) Drug 1: CC1OCC2C(O1)C(C(C(O2)OC3C4COC(=O)C4C(C5=CC6=C(C=C35)OCO6)C7=CC(=C(C(=C7)OC)O)OC)O)O. Drug 2: CN(C)N=NC1=C(NC=N1)C(=O)N. Cell line: SNB-75. Synergy scores: CSS=11.2, Synergy_ZIP=3.37, Synergy_Bliss=10.0, Synergy_Loewe=-3.70, Synergy_HSA=8.40. (2) Drug 1: CN(CC1=CN=C2C(=N1)C(=NC(=N2)N)N)C3=CC=C(C=C3)C(=O)NC(CCC(=O)O)C(=O)O. Drug 2: C1CCC(C(C1)N)N.C(=O)(C(=O)[O-])[O-].[Pt+4]. Cell line: MOLT-4. Synergy scores: CSS=78.1, Synergy_ZIP=0.772, Synergy_Bliss=0.839, Synergy_Loewe=-7.02, Synergy_HSA=2.42.